Task: Predict which catalyst facilitates the given reaction.. Dataset: Catalyst prediction with 721,799 reactions and 888 catalyst types from USPTO (1) Reactant: [CH3:1][N:2]([CH3:53])[C:3]1[CH:8]=[CH:7][C:6]([NH:9][C:10]([NH:12][C:13]2[CH:14]=[C:15]3[C:19](=[CH:20][CH:21]=2)[N:18]([C:22]2[N:30]=[C:29]([NH:31][C@H:32]4[CH2:37][CH2:36][C@H:35]([NH:38]C(OC(C)(C)C)=O)[CH2:34][CH2:33]4)[N:28]=[C:27]4[C:23]=2[N:24]=[CH:25][N:26]4C(OC(C)(C)C)=O)[CH2:17][CH2:16]3)=[O:11])=[CH:5][CH:4]=1.Cl. Product: [NH2:38][C@H:35]1[CH2:34][CH2:33][C@H:32]([NH:31][C:29]2[N:28]=[C:27]3[C:23]([N:24]=[CH:25][NH:26]3)=[C:22]([N:18]3[C:19]4[C:15](=[CH:14][C:13]([NH:12][C:10]([NH:9][C:6]5[CH:7]=[CH:8][C:3]([N:2]([CH3:53])[CH3:1])=[CH:4][CH:5]=5)=[O:11])=[CH:21][CH:20]=4)[CH2:16][CH2:17]3)[N:30]=2)[CH2:37][CH2:36]1. The catalyst class is: 5. (2) Reactant: [CH3:1][CH:2]1[C:7]2[N:8]=[C:9](S(C)(=O)=O)[N:10]=[CH:11][C:6]=2[CH2:5][N:4]([C:16]([O:18][C:19]([CH3:22])([CH3:21])[CH3:20])=[O:17])[CH2:3]1.[NH:23]1[CH2:27][CH2:26][CH2:25][CH2:24]1. Product: [CH3:1][CH:2]1[C:7]2[N:8]=[C:9]([N:23]3[CH2:27][CH2:26][CH2:25][CH2:24]3)[N:10]=[CH:11][C:6]=2[CH2:5][N:4]([C:16]([O:18][C:19]([CH3:22])([CH3:21])[CH3:20])=[O:17])[CH2:3]1. The catalyst class is: 107. (3) Reactant: [C:1]1([NH:7][C:8](=[O:15])[C:9]2[CH:14]=[CH:13][N:12]=[CH:11][CH:10]=2)[CH:6]=[CH:5][CH:4]=[CH:3][CH:2]=1.[Li]CCCC.[Br:21]CCBr.CO. Product: [C:1]1([NH:7][C:8](=[O:15])[C:9]2[CH:14]=[CH:13][N:12]=[CH:11][C:10]=2[Br:21])[CH:6]=[CH:5][CH:4]=[CH:3][CH:2]=1. The catalyst class is: 1. (4) Reactant: [CH3:1][O:2][CH2:3][O:4][C:5]1[CH:10]=[C:9]([C:11]([F:14])([F:13])[F:12])[CH:8]=[CH:7][C:6]=1[N+:15]([O-])=O. Product: [CH3:1][O:2][CH2:3][O:4][C:5]1[CH:10]=[C:9]([C:11]([F:12])([F:13])[F:14])[CH:8]=[CH:7][C:6]=1[NH2:15]. The catalyst class is: 19. (5) Reactant: [CH3:1][O:2][C:3]1[CH:8]=[CH:7][CH:6]=[CH:5][C:4]=1[N:9]1[CH2:14][CH2:13][N:12](C(OC(C)(C)C)=O)[CH2:11][CH2:10]1. Product: [CH3:1][O:2][C:3]1[CH:8]=[CH:7][CH:6]=[CH:5][C:4]=1[N:9]1[CH2:14][CH2:13][NH:12][CH2:11][CH2:10]1. The catalyst class is: 240. (6) Reactant: [NH2:1][C:2]1[C:6]([N+:7]([O-])=O)=[CH:5][N:4]([C:10]2[CH:15]=[CH:14][CH:13]=[CH:12][CH:11]=2)[N:3]=1.Cl. Product: [NH2:1][C:2]1[C:6]([NH2:7])=[CH:5][N:4]([C:10]2[CH:15]=[CH:14][CH:13]=[CH:12][CH:11]=2)[N:3]=1. The catalyst class is: 129.